This data is from Forward reaction prediction with 1.9M reactions from USPTO patents (1976-2016). The task is: Predict the product of the given reaction. (1) Given the reactants [Cl:1][C:2]1[CH:3]=[C:4]([C:9]2[CH:14]=[CH:13][C:12](F)=[C:11]([C:16]#[N:17])[CH:10]=2)[CH:5]=[CH:6][C:7]=1[Cl:8].[CH:18]([O:21][C:22]1[CH:28]=[CH:27][C:25]([NH2:26])=[CH:24][CH:23]=1)([CH3:20])[CH3:19].CC([O-])(C)C.[K+], predict the reaction product. The product is: [Cl:1][C:2]1[CH:3]=[C:4]([C:9]2[CH:14]=[CH:13][C:12]([NH:26][C:25]3[CH:24]=[CH:23][C:22]([O:21][CH:18]([CH3:20])[CH3:19])=[CH:28][CH:27]=3)=[C:11]([C:16]#[N:17])[CH:10]=2)[CH:5]=[CH:6][C:7]=1[Cl:8]. (2) Given the reactants C([O-])(=O)C.[NH4+:5].[F:6][C:7]1[CH:12]=[CH:11][C:10]([N:13]([C:18]2O[C:20](/[CH:23]=[CH:24]/[C:25]3[CH:30]=[CH:29][C:28]([N:31]4[CH:35]=[C:34]([CH3:36])[N:33]=[CH:32]4)=[C:27]([O:37][CH3:38])[CH:26]=3)=[N:21][N:22]=2)[C:14](=[O:17])[CH:15]=[CH2:16])=[CH:9][CH:8]=1, predict the reaction product. The product is: [F:6][C:7]1[CH:12]=[CH:11][C:10]([N:13]2[C:14](=[O:17])[CH2:15][CH2:16][N:5]3[C:20](/[CH:23]=[CH:24]/[C:25]4[CH:30]=[CH:29][C:28]([N:31]5[CH:35]=[C:34]([CH3:36])[N:33]=[CH:32]5)=[C:27]([O:37][CH3:38])[CH:26]=4)=[N:21][N:22]=[C:18]23)=[CH:9][CH:8]=1. (3) The product is: [Br:1][C:2]1[CH:3]=[C:4]([C:12]([CH:14]2[CH2:15][CH2:16][N:17]([CH3:20])[CH2:18][CH2:19]2)=[O:13])[CH:5]=[C:6]([C:8]([F:10])([F:11])[F:9])[CH:7]=1. Given the reactants [Br:1][C:2]1[CH:3]=[C:4]([C:12]([CH:14]2[CH2:19][CH2:18][NH:17][CH2:16][CH2:15]2)=[O:13])[CH:5]=[C:6]([C:8]([F:11])([F:10])[F:9])[CH:7]=1.[CH2:20]=O, predict the reaction product. (4) Given the reactants Cl[C:2]1[CH:3]=[CH:4][C:5]([CH:25]([CH3:27])[CH3:26])=[C:6]([CH:24]=1)[CH2:7][N:8]([CH:21]1[CH2:23][CH2:22]1)[C:9]([C:11]1[C:12]([CH:18]([F:20])[F:19])=[N:13][N:14]([CH3:17])[C:15]=1[F:16])=[O:10].C(=O)([O-])[O-].[K+].[K+].[S:34]1[C:38]2[CH:39]=[CH:40][CH:41]=[CH:42][C:37]=2[C:36](B(O)O)=[CH:35]1, predict the reaction product. The product is: [S:34]1[C:38]2[CH:39]=[CH:40][CH:41]=[CH:42][C:37]=2[C:36]([C:2]2[CH:3]=[CH:4][C:5]([CH:25]([CH3:26])[CH3:27])=[C:6]([CH:24]=2)[CH2:7][N:8]([CH:21]2[CH2:23][CH2:22]2)[C:9]([C:11]2[C:12]([CH:18]([F:19])[F:20])=[N:13][N:14]([CH3:17])[C:15]=2[F:16])=[O:10])=[CH:35]1. (5) Given the reactants C([O:3][C:4](=[O:34])[CH:5]([O:31][CH2:32][CH3:33])[CH2:6][C:7]1[CH:12]=[CH:11][C:10]([O:13][CH2:14][C:15]2[N:16]=[C:17]([C:20]3[CH:25]=[CH:24][C:23]([C:26]([CH3:29])([CH3:28])[CH3:27])=[CH:22][CH:21]=3)[S:18][CH:19]=2)=[CH:9][C:8]=1[CH3:30])C.[Li+].[OH-], predict the reaction product. The product is: [C:26]([C:23]1[CH:22]=[CH:21][C:20]([C:17]2[S:18][CH:19]=[C:15]([CH2:14][O:13][C:10]3[CH:11]=[CH:12][C:7]([CH2:6][CH:5]([O:31][CH2:32][CH3:33])[C:4]([OH:34])=[O:3])=[C:8]([CH3:30])[CH:9]=3)[N:16]=2)=[CH:25][CH:24]=1)([CH3:29])([CH3:28])[CH3:27]. (6) Given the reactants [CH2:1]([N:8]1[CH2:15][CH2:14][C:13]2([C:17]3[CH:18]=[C:19](OS(C(F)(F)F)(=O)=O)[CH:20]=[CH:21][CH:22]=3)[CH2:16][CH:9]1[CH2:10][CH2:11][CH2:12]2)[C:2]1[CH:7]=[CH:6][CH:5]=[CH:4][CH:3]=1.[CH3:31][N:32](C=O)C, predict the reaction product. The product is: [CH2:1]([N:8]1[CH2:15][CH2:14][C:13]2([C:17]3[CH:18]=[C:19]([CH:20]=[CH:21][CH:22]=3)[C:31]#[N:32])[CH2:16][CH:9]1[CH2:10][CH2:11][CH2:12]2)[C:2]1[CH:7]=[CH:6][CH:5]=[CH:4][CH:3]=1.